Dataset: NCI-60 drug combinations with 297,098 pairs across 59 cell lines. Task: Regression. Given two drug SMILES strings and cell line genomic features, predict the synergy score measuring deviation from expected non-interaction effect. (1) Drug 1: CCC1=CC2CC(C3=C(CN(C2)C1)C4=CC=CC=C4N3)(C5=C(C=C6C(=C5)C78CCN9C7C(C=CC9)(C(C(C8N6C)(C(=O)OC)O)OC(=O)C)CC)OC)C(=O)OC.C(C(C(=O)O)O)(C(=O)O)O. Drug 2: CC(C)NC(=O)C1=CC=C(C=C1)CNNC.Cl. Cell line: SNB-75. Synergy scores: CSS=30.5, Synergy_ZIP=-3.25, Synergy_Bliss=-1.04, Synergy_Loewe=-25.9, Synergy_HSA=-2.29. (2) Drug 1: C1=C(C(=O)NC(=O)N1)F. Drug 2: C#CCC(CC1=CN=C2C(=N1)C(=NC(=N2)N)N)C3=CC=C(C=C3)C(=O)NC(CCC(=O)O)C(=O)O. Synergy scores: CSS=30.9, Synergy_ZIP=-4.56, Synergy_Bliss=-10.6, Synergy_Loewe=-8.27, Synergy_HSA=-7.82. Cell line: HCT116. (3) Drug 1: C1CC(C1)(C(=O)O)C(=O)O.[NH2-].[NH2-].[Pt+2]. Synergy scores: CSS=4.15, Synergy_ZIP=-4.02, Synergy_Bliss=-3.42, Synergy_Loewe=-4.96, Synergy_HSA=-3.37. Drug 2: CCN(CC)CCCC(C)NC1=C2C=C(C=CC2=NC3=C1C=CC(=C3)Cl)OC. Cell line: M14. (4) Drug 1: CC1=C2C(C(=O)C3(C(CC4C(C3C(C(C2(C)C)(CC1OC(=O)C(C(C5=CC=CC=C5)NC(=O)C6=CC=CC=C6)O)O)OC(=O)C7=CC=CC=C7)(CO4)OC(=O)C)O)C)OC(=O)C. Drug 2: C1CN1C2=NC(=NC(=N2)N3CC3)N4CC4. Cell line: SF-539. Synergy scores: CSS=63.2, Synergy_ZIP=-14.4, Synergy_Bliss=-19.4, Synergy_Loewe=-17.2, Synergy_HSA=-12.6. (5) Drug 1: C1C(C(OC1N2C=NC3=C(N=C(N=C32)Cl)N)CO)O. Drug 2: CC1C(C(CC(O1)OC2CC(CC3=C2C(=C4C(=C3O)C(=O)C5=C(C4=O)C(=CC=C5)OC)O)(C(=O)CO)O)N)O.Cl. Cell line: SW-620. Synergy scores: CSS=45.3, Synergy_ZIP=-7.92, Synergy_Bliss=-8.37, Synergy_Loewe=-4.88, Synergy_HSA=-2.82. (6) Drug 1: CC1=C2C(C(=O)C3(C(CC4C(C3C(C(C2(C)C)(CC1OC(=O)C(C(C5=CC=CC=C5)NC(=O)OC(C)(C)C)O)O)OC(=O)C6=CC=CC=C6)(CO4)OC(=O)C)OC)C)OC. Drug 2: C1CN(CCN1C(=O)CCBr)C(=O)CCBr. Cell line: SNB-75. Synergy scores: CSS=34.6, Synergy_ZIP=-1.19, Synergy_Bliss=2.17, Synergy_Loewe=0.792, Synergy_HSA=4.77.